From a dataset of Catalyst prediction with 721,799 reactions and 888 catalyst types from USPTO. Predict which catalyst facilitates the given reaction. (1) Reactant: C([O:4][C:5](=[O:54])[C@H:6]([CH2:15][C:16]1[CH:21]=[CH:20][C:19]([O:22][C:23](=[O:53])[NH:24][CH2:25][CH2:26][C@H:27]([NH:45][C:46]([O:48][C:49]([CH3:52])([CH3:51])[CH3:50])=[O:47])[C:28](=[O:44])[NH:29][CH2:30][CH2:31][O:32][CH2:33][CH2:34][O:35][CH2:36][CH2:37][O:38][CH2:39][CH2:40][N:41]=[N+:42]=[N-:43])=[CH:18][CH:17]=1)[NH:7][C:8]([O:10][C:11]([CH3:14])([CH3:13])[CH3:12])=[O:9])C=C.C(N(CC)CC)C.C(O)=O. Product: [N:41]([CH2:40][CH2:39][O:38][CH2:37][CH2:36][O:35][CH2:34][CH2:33][O:32][CH2:31][CH2:30][NH:29][C:28](=[O:44])[C@@H:27]([NH:45][C:46]([O:48][C:49]([CH3:52])([CH3:51])[CH3:50])=[O:47])[CH2:26][CH2:25][NH:24][C:23]([O:22][C:19]1[CH:18]=[CH:17][C:16]([CH2:15][C@@H:6]([C:5]([OH:54])=[O:4])[NH:7][C:8]([O:10][C:11]([CH3:12])([CH3:13])[CH3:14])=[O:9])=[CH:21][CH:20]=1)=[O:53])=[N+:42]=[N-:43]. The catalyst class is: 30. (2) Reactant: [NH2:1][C:2]1[N:10]=[CH:9][CH:8]=[CH:7][C:3]=1[C:4]([OH:6])=O.ON1C2C=CC=CC=2N=N1.CCN=C=NCCCN(C)C.[Cl:32][C:33]1[C:38]([CH3:39])=[CH:37][C:36]([O:40][C:41]2[CH:48]=[CH:47][C:44]([CH2:45][NH2:46])=[CH:43][CH:42]=2)=[CH:35][C:34]=1[CH3:49].C(=O)(O)[O-].[Na+]. Product: [Cl:32][C:33]1[C:34]([CH3:49])=[CH:35][C:36]([O:40][C:41]2[CH:48]=[CH:47][C:44]([CH2:45][NH:46][C:4](=[O:6])[C:3]3[CH:7]=[CH:8][CH:9]=[N:10][C:2]=3[NH2:1])=[CH:43][CH:42]=2)=[CH:37][C:38]=1[CH3:39]. The catalyst class is: 3. (3) Reactant: [C:1]1([CH3:14])[CH:6]=[CH:5][CH:4]=[CH:3][C:2]=1[C:7]1[C:12]([NH2:13])=[CH:11][N:10]=[CH:9][N:8]=1.[C:15]([O:19][C:20](O[C:20]([O:19][C:15]([CH3:18])([CH3:17])[CH3:16])=[O:21])=[O:21])([CH3:18])([CH3:17])[CH3:16]. Product: [C:15]([O:19][C:20](=[O:21])[NH:13][C:12]1[C:7]([C:2]2[CH:3]=[CH:4][CH:5]=[CH:6][C:1]=2[CH3:14])=[N:8][CH:9]=[N:10][CH:11]=1)([CH3:18])([CH3:17])[CH3:16]. The catalyst class is: 119.